This data is from Catalyst prediction with 721,799 reactions and 888 catalyst types from USPTO. The task is: Predict which catalyst facilitates the given reaction. (1) Product: [CH3:1][O:5][C:6](=[O:23])[CH2:7][O:8][CH2:9][CH:10]1[CH2:11][CH2:12][NH:13][CH2:14][CH2:15]1. The catalyst class is: 22. Reactant: [C:1]([O:5][C:6](=[O:23])[CH2:7][O:8][CH2:9][CH:10]1[CH2:15][CH2:14][N:13](C(OC(C)(C)C)=O)[CH2:12][CH2:11]1)(C)(C)C.Cl.O1CCOCC1. (2) Reactant: [C:1]([O:4][CH2:5][S:6][C:7]1[C:12]([F:13])=[CH:11][C:10]([C:14]2[C:15]([C:20]3[CH:25]=[CH:24][CH:23]=[CH:22][CH:21]=3)=[N:16][O:17][C:18]=2[CH3:19])=[CH:9][C:8]=1[F:26])(=[O:3])[CH3:2].[OH2:27].[OH2:28].O.O.O.O.C(O[O-])(=O)C1C(=CC=CC=1)C([O-])=O.[Mg+2].O.[Cl-].[NH4+]. Product: [C:1]([O:4][CH2:5][S:6]([C:7]1[C:12]([F:13])=[CH:11][C:10]([C:14]2[C:15]([C:20]3[CH:25]=[CH:24][CH:23]=[CH:22][CH:21]=3)=[N:16][O:17][C:18]=2[CH3:19])=[CH:9][C:8]=1[F:26])(=[O:28])=[O:27])(=[O:3])[CH3:2]. The catalyst class is: 138. (3) Reactant: [S:1]1[CH:5]=[CH:4][CH:3]=[C:2]1[CH2:6][NH:7][C:8]([C:10]1[N:11]=[C:12]2[C:17]([C:18]([F:21])([F:20])[F:19])=[CH:16][C:15](Br)=[CH:14][N:13]2[C:23]=1[Cl:24])=[O:9].[C:25]1([C:31]#[CH:32])[CH:30]=[CH:29][CH:28]=[CH:27][CH:26]=1.C(N(CC)CC)C. Product: [S:1]1[CH:5]=[CH:4][CH:3]=[C:2]1[CH2:6][NH:7][C:8]([C:10]1[N:11]=[C:12]2[C:17]([C:18]([F:21])([F:20])[F:19])=[CH:16][C:15]([C:32]#[C:31][C:25]3[CH:30]=[CH:29][CH:28]=[CH:27][CH:26]=3)=[CH:14][N:13]2[C:23]=1[Cl:24])=[O:9]. The catalyst class is: 538. (4) Reactant: [CH:1]1[CH:6]=[CH:5][C:4]([C:7]([Cl:21])([C:14]2[C:19]([Cl:20])=[CH:18][CH:17]=[CH:16][CH:15]=2)[C:8]2[CH:13]=[CH:12][CH:11]=[CH:10][CH:9]=2)=[CH:3][CH:2]=1.CO.C(N(C(C)C)CC)(C)C.[CH:33]1[C:45]2[CH:44]([CH2:46][O:47][C:48]([NH:50][C@H:51]([C:67](=[O:74])[N:68]3[CH2:73][CH2:72][CH2:71][CH2:70][CH2:69]3)[CH2:52][C:53]3[CH:58]=[CH:57][C:56]([CH2:59][CH2:60][CH2:61][CH2:62][CH2:63][C:64]([OH:66])=[O:65])=[CH:55][CH:54]=3)=[O:49])[C:43]3[C:38](=[CH:39][CH:40]=[CH:41][CH:42]=3)[C:37]=2[CH:36]=[CH:35][CH:34]=1. Product: [CH:42]1[C:43]2[CH:44]([CH2:46][O:47][C:48]([NH:50][C@H:51]([C:67](=[O:74])[N:68]3[CH2:69][CH2:70][CH2:71][CH2:72][CH2:73]3)[CH2:52][C:53]3[CH:54]=[CH:55][C:56]([CH2:59][CH2:60][CH2:61][CH2:62][CH2:63][C:64]([OH:66])=[O:65])=[CH:57][CH:58]=3)=[O:49])[C:45]3[C:37](=[CH:36][CH:35]=[CH:34][CH:33]=3)[C:38]=2[CH:39]=[CH:40][CH:41]=1.[CH:11]1[CH:10]=[CH:9][C:8]([C:7]([Cl:21])([C:14]2[C:19]([Cl:20])=[CH:18][CH:17]=[CH:16][CH:15]=2)[C:4]2[CH:5]=[CH:6][CH:1]=[CH:2][CH:3]=2)=[CH:13][CH:12]=1. The catalyst class is: 4. (5) Reactant: FC(F)(F)C(O)=O.[Cl:8][C:9]1[CH:14]=[CH:13][C:12]([NH:15][C:16](=[O:30])[NH:17][C:18]2[S:26][C:21]3[CH2:22][NH:23][CH2:24][CH2:25][C:20]=3[C:19]=2[C:27]([NH2:29])=[O:28])=[CH:11][CH:10]=1.C(O)(=O)C.[CH:35]1([CH:38]=O)[CH2:37][CH2:36]1.C([BH3-])#N.[Na+]. Product: [Cl:8][C:9]1[CH:10]=[CH:11][C:12]([NH:15][C:16](=[O:30])[NH:17][C:18]2[S:26][C:21]3[CH2:22][N:23]([CH2:38][CH:35]4[CH2:37][CH2:36]4)[CH2:24][CH2:25][C:20]=3[C:19]=2[C:27]([NH2:29])=[O:28])=[CH:13][CH:14]=1. The catalyst class is: 111.